Dataset: NCI-60 drug combinations with 297,098 pairs across 59 cell lines. Task: Regression. Given two drug SMILES strings and cell line genomic features, predict the synergy score measuring deviation from expected non-interaction effect. (1) Drug 1: C1CC(=O)NC(=O)C1N2CC3=C(C2=O)C=CC=C3N. Drug 2: CC1=C(C=C(C=C1)C(=O)NC2=CC(=CC(=C2)C(F)(F)F)N3C=C(N=C3)C)NC4=NC=CC(=N4)C5=CN=CC=C5. Cell line: MCF7. Synergy scores: CSS=0.191, Synergy_ZIP=-1.07, Synergy_Bliss=-0.613, Synergy_Loewe=-0.0923, Synergy_HSA=-0.930. (2) Drug 1: C1CN(P(=O)(OC1)NCCCl)CCCl. Drug 2: CC1CCCC2(C(O2)CC(NC(=O)CC(C(C(=O)C(C1O)C)(C)C)O)C(=CC3=CSC(=N3)C)C)C. Cell line: IGROV1. Synergy scores: CSS=35.9, Synergy_ZIP=2.70, Synergy_Bliss=3.56, Synergy_Loewe=-10.2, Synergy_HSA=2.92. (3) Drug 1: CC1C(C(=O)NC(C(=O)N2CCCC2C(=O)N(CC(=O)N(C(C(=O)O1)C(C)C)C)C)C(C)C)NC(=O)C3=C4C(=C(C=C3)C)OC5=C(C(=O)C(=C(C5=N4)C(=O)NC6C(OC(=O)C(N(C(=O)CN(C(=O)C7CCCN7C(=O)C(NC6=O)C(C)C)C)C)C(C)C)C)N)C. Drug 2: C1CN(P(=O)(OC1)NCCCl)CCCl. Cell line: SF-539. Synergy scores: CSS=22.9, Synergy_ZIP=-7.42, Synergy_Bliss=-6.84, Synergy_Loewe=-29.8, Synergy_HSA=-7.24. (4) Drug 1: CN(CC1=CN=C2C(=N1)C(=NC(=N2)N)N)C3=CC=C(C=C3)C(=O)NC(CCC(=O)O)C(=O)O. Drug 2: C(CC(=O)O)C(=O)CN.Cl. Cell line: SK-MEL-28. Synergy scores: CSS=4.78, Synergy_ZIP=-9.88, Synergy_Bliss=-4.95, Synergy_Loewe=-16.1, Synergy_HSA=-4.16. (5) Drug 1: C1CCC(C1)C(CC#N)N2C=C(C=N2)C3=C4C=CNC4=NC=N3. Drug 2: CC1C(C(CC(O1)OC2CC(CC3=C2C(=C4C(=C3O)C(=O)C5=C(C4=O)C(=CC=C5)OC)O)(C(=O)C)O)N)O.Cl. Cell line: CCRF-CEM. Synergy scores: CSS=17.2, Synergy_ZIP=-6.21, Synergy_Bliss=-7.33, Synergy_Loewe=-51.7, Synergy_HSA=-8.55. (6) Drug 1: CN(C)C1=NC(=NC(=N1)N(C)C)N(C)C. Drug 2: C1CC(C1)(C(=O)O)C(=O)O.[NH2-].[NH2-].[Pt+2]. Cell line: MDA-MB-435. Synergy scores: CSS=-0.261, Synergy_ZIP=0.0118, Synergy_Bliss=-0.208, Synergy_Loewe=-6.97, Synergy_HSA=-5.11. (7) Drug 1: CS(=O)(=O)C1=CC(=C(C=C1)C(=O)NC2=CC(=C(C=C2)Cl)C3=CC=CC=N3)Cl. Drug 2: CS(=O)(=O)OCCCCOS(=O)(=O)C. Cell line: NCI/ADR-RES. Synergy scores: CSS=2.52, Synergy_ZIP=-3.49, Synergy_Bliss=-4.47, Synergy_Loewe=-6.70, Synergy_HSA=-4.84. (8) Drug 1: COC1=NC(=NC2=C1N=CN2C3C(C(C(O3)CO)O)O)N. Drug 2: C1C(C(OC1N2C=NC(=NC2=O)N)CO)O. Cell line: SK-MEL-28. Synergy scores: CSS=-3.79, Synergy_ZIP=0.813, Synergy_Bliss=-1.35, Synergy_Loewe=-3.81, Synergy_HSA=-4.34. (9) Drug 1: C1CC(=O)NC(=O)C1N2CC3=C(C2=O)C=CC=C3N. Drug 2: C1CCC(C(C1)N)N.C(=O)(C(=O)[O-])[O-].[Pt+4]. Cell line: SN12C. Synergy scores: CSS=3.90, Synergy_ZIP=-4.39, Synergy_Bliss=-4.36, Synergy_Loewe=-1.67, Synergy_HSA=-1.66.